Dataset: Catalyst prediction with 721,799 reactions and 888 catalyst types from USPTO. Task: Predict which catalyst facilitates the given reaction. Reactant: Cl.[Br:2][C:3]1[S:7][C:6]2=[C:8](C(OC)=O)[N:9]=[CH:10][N:5]2[CH:4]=1.[OH-].[Na+]. Product: [Br:2][C:3]1[S:7][C:6]2=[CH:8][N:9]=[CH:10][N:5]2[CH:4]=1. The catalyst class is: 796.